This data is from Full USPTO retrosynthesis dataset with 1.9M reactions from patents (1976-2016). The task is: Predict the reactants needed to synthesize the given product. (1) Given the product [NH2:10][CH2:9][C:8]1[CH:11]=[C:4]([CH2:3][C:2]([CH3:19])([CH3:1])[CH3:18])[CH:5]=[CH:6][C:7]=1[N:12]1[CH2:16][CH2:15][CH:14]([OH:17])[CH2:13]1, predict the reactants needed to synthesize it. The reactants are: [CH3:1][C:2]([CH3:19])([CH3:18])[CH2:3][C:4]1[CH:5]=[CH:6][C:7]([N:12]2[CH2:16][CH2:15][CH:14]([OH:17])[CH2:13]2)=[C:8]([CH:11]=1)[C:9]#[N:10].[H][H]. (2) Given the product [Cl:21][C:17]1[CH:18]=[C:19]2[C:14](=[CH:15][CH:16]=1)[NH:13][C:12](=[O:22])[C:11]([C@@H:9]([NH:8][C:6]1[N:7]=[C:2]([N:25]3[CH2:26][CH2:27][O:23][C:24]3=[O:28])[CH:3]=[CH:4][CH:5]=1)[CH3:10])=[CH:20]2, predict the reactants needed to synthesize it. The reactants are: Br[C:2]1[N:7]=[C:6]([NH:8][C@H:9]([C:11]2[C:12](=[O:22])[NH:13][C:14]3[C:19]([CH:20]=2)=[CH:18][C:17]([Cl:21])=[CH:16][CH:15]=3)[CH3:10])[CH:5]=[CH:4][CH:3]=1.[O:23]1[CH2:27][CH2:26][NH:25][C:24]1=[O:28].P([O-])([O-])([O-])=O.[K+].[K+].[K+].N[C@@H]1CCCC[C@H]1N.